Dataset: Reaction yield outcomes from USPTO patents with 853,638 reactions. Task: Predict the reaction yield, written as a fraction of the theoretical maximum amount of product (1.0 means a 100% yield; for example, 0.34 means a 34% yield). (1) The product is [CH2:8]([NH:10][C:11]([N:28]1[C:29]([CH3:31])=[CH:30][C:26]([O:25][C:15]2[C:16]([F:24])=[CH:17][C:18]([C:20]([F:23])([F:21])[F:22])=[CH:19][C:14]=2[F:13])=[N:27]1)=[O:12])[CH3:9]. The yield is 0.210. The catalyst is C(OCC)(=O)C. The reactants are C(N(CC)CC)C.[CH2:8]([N:10]=[C:11]=[O:12])[CH3:9].[F:13][C:14]1[CH:19]=[C:18]([C:20]([F:23])([F:22])[F:21])[CH:17]=[C:16]([F:24])[C:15]=1[O:25][C:26]1[CH:30]=[C:29]([CH3:31])[NH:28][N:27]=1.Cl. (2) The reactants are [Mg].[CH:2](Cl)([CH3:4])[CH3:3].[OH:6][C:7]([C:16]([F:19])([F:18])[F:17])([C:12]([F:15])([F:14])[F:13])[C:8](OC)=[O:9].[Cl-].[NH4+]. The catalyst is O1CCCC1. The product is [CH3:3][CH:2]([CH3:4])[CH:8]([OH:9])[C:7]([C:12]([F:13])([F:14])[F:15])([OH:6])[C:16]([F:19])([F:18])[F:17]. The yield is 0.840. (3) The reactants are [Se:1]1[CH:5]=[CH:4][CH:3]=[CH:2]1.CN(CCN(C)C)C.[Li]CCCC.[CH3:19][Sn:20](Cl)([CH3:22])[CH3:21]. The catalyst is CCCCCC. The product is [CH3:19][Sn:20]([CH3:22])([CH3:21])[C:2]1[Se:1][C:5]([Sn:20]([CH3:22])([CH3:21])[CH3:19])=[CH:4][CH:3]=1. The yield is 0.830. (4) The yield is 0.950. The catalyst is O1CCCC1. The reactants are [OH:1][C@@H:2]1[CH2:22][C:21]2[C@:16]([CH3:24])([CH:17]=[CH:18][C:19](=[O:23])[CH:20]=2)[C@@H:15]2[C@@H:3]1[C@H:4]1[C@:12]([CH3:25])([CH2:13][CH2:14]2)[C@@H:7]([C@H:8]([CH3:11])[CH2:9][OH:10])[CH2:6][CH2:5]1.N1C=CN=C1.[C:31]([Si:35]([CH3:38])([CH3:37])Cl)([CH3:34])([CH3:33])[CH3:32].O. The product is [Si:35]([O:10][CH2:9][C@@H:8]([CH3:11])[C@@H:7]1[C@:12]2([CH3:25])[C@H:4]([C@H:3]3[C@H:15]([CH2:14][CH2:13]2)[C@:16]2([CH3:24])[C:21](=[CH:20][C:19](=[O:23])[CH:18]=[CH:17]2)[CH2:22][C@H:2]3[OH:1])[CH2:5][CH2:6]1)([C:31]([CH3:34])([CH3:33])[CH3:32])([CH3:38])[CH3:37]. (5) The reactants are [Cl:1][C:2]1[CH:3]=[CH:4][C:5]2[O:9][C:8]([C:10]3[CH:11]=[CH:12][C:13]([NH:17][CH2:18][CH2:19][C:20]([F:23])([F:22])[F:21])=[C:14]([CH:16]=3)[NH2:15])=[N:7][C:6]=2[CH:24]=1.[C:25]1(C)C=CC(S(O)(=O)=O)=CC=1.C(=O)([O-])O.[Na+]. The catalyst is C(OCC)(OCC)OCC. The product is [Cl:1][C:2]1[CH:3]=[CH:4][C:5]2[O:9][C:8]([C:10]3[CH:11]=[CH:12][C:13]4[N:17]([CH2:18][CH2:19][C:20]([F:21])([F:23])[F:22])[CH:25]=[N:15][C:14]=4[CH:16]=3)=[N:7][C:6]=2[CH:24]=1. The yield is 0.620. (6) The reactants are Br[C:2]1[CH:3]=[CH:4][C:5]2[O:14][CH2:13][CH2:12][C:11]3[S:10][C:9]([C:15]4[N:16]([CH:20]([CH3:22])[CH3:21])[N:17]=[CH:18][N:19]=4)=[N:8][C:7]=3[C:6]=2[CH:23]=1.[CH3:24][C:25]1[N:30]=[CH:29][C:28](B(O)O)=[CH:27][CH:26]=1. The catalyst is CN(C=O)C. The product is [CH:20]([N:16]1[C:15]([C:9]2[S:10][C:11]3[CH2:12][CH2:13][O:14][C:5]4[CH:4]=[CH:3][C:2]([C:28]5[CH:29]=[N:30][C:25]([CH3:24])=[CH:26][CH:27]=5)=[CH:23][C:6]=4[C:7]=3[N:8]=2)=[N:19][CH:18]=[N:17]1)([CH3:22])[CH3:21]. The yield is 0.230. (7) The reactants are [CH3:1][N:2](C)[CH:3]=[O:4].[Br:6][C:7]1[CH:8]=[CH:9][C:10]([Cl:16])=[C:11]([CH:15]=1)C(O)=O.Cl.[CH3:18][O:19]NOOC.C(N(CC)CC)C. The catalyst is C(Cl)(=O)C(Cl)=O.O.C(Cl)(Cl)Cl. The product is [Br:6][C:7]1[CH:15]=[CH:11][C:10]([Cl:16])=[C:9]([CH:8]=1)[C:3]([N:2]([O:19][CH3:18])[CH3:1])=[O:4]. The yield is 0.997. (8) The reactants are [Si:1]([O:18][C:19]1[C:27]2[C:22](=[CH:23][N:24]=[CH:25][CH:26]=2)[O:21][CH:20]=1)([C:14]([CH3:17])([CH3:16])[CH3:15])([C:8]1[CH:13]=[CH:12][CH:11]=[CH:10][CH:9]=1)[C:2]1[CH:7]=[CH:6][CH:5]=[CH:4][CH:3]=1.[Br:28]Br. The catalyst is C(Cl)(Cl)Cl. The product is [Br:28][C:20]1[O:21][C:22]2=[CH:23][N:24]=[CH:25][CH:26]=[C:27]2[C:19]=1[O:18][Si:1]([C:14]([CH3:17])([CH3:15])[CH3:16])([C:2]1[CH:7]=[CH:6][CH:5]=[CH:4][CH:3]=1)[C:8]1[CH:13]=[CH:12][CH:11]=[CH:10][CH:9]=1. The yield is 0.900. (9) The reactants are [NH2:1][C:2]1[CH:3]=[CH:4][C:5]([C:8]([OH:10])=[O:9])=[N:6][CH:7]=1.O=S(Cl)Cl.[CH2:15](O)[CH3:16]. The product is [NH2:1][C:2]1[CH:3]=[CH:4][C:5]([C:8]([O:10][CH2:15][CH3:16])=[O:9])=[N:6][CH:7]=1. No catalyst specified. The yield is 0.880. (10) The yield is 0.830. The product is [S:14]1[C:18]([C:2]2[C:3]([O:12][CH3:13])=[CH:4][C:5]([O:10][CH3:11])=[C:6]([CH:9]=2)[CH:7]=[O:8])=[CH:17][C:16]2[CH:22]=[CH:23][CH:24]=[CH:25][C:15]1=2. The reactants are Br[C:2]1[C:3]([O:12][CH3:13])=[CH:4][C:5]([O:10][CH3:11])=[C:6]([CH:9]=1)[CH:7]=[O:8].[S:14]1[C:18](B(O)O)=[CH:17][C:16]2[CH:22]=[CH:23][CH:24]=[CH:25][C:15]1=2.C(=O)([O-])[O-].[Na+].[Na+].O. The catalyst is COCCOC.C1C=CC([P]([Pd]([P](C2C=CC=CC=2)(C2C=CC=CC=2)C2C=CC=CC=2)([P](C2C=CC=CC=2)(C2C=CC=CC=2)C2C=CC=CC=2)[P](C2C=CC=CC=2)(C2C=CC=CC=2)C2C=CC=CC=2)(C2C=CC=CC=2)C2C=CC=CC=2)=CC=1.